From a dataset of Rat liver microsome stability data. Regression/Classification. Given a drug SMILES string, predict its absorption, distribution, metabolism, or excretion properties. Task type varies by dataset: regression for continuous measurements (e.g., permeability, clearance, half-life) or binary classification for categorical outcomes (e.g., BBB penetration, CYP inhibition). Dataset: rlm. (1) The drug is Cc1nnn(C)c1-c1cnc2c3ccc(C(C)(C)O)cc3n([C@H](c3ccccc3)C3CCOCC3)c2c1. The result is 0 (unstable in rat liver microsomes). (2) The molecule is CC(C)(NC(=O)c1nn(C(C)(C)C)c2c1C[C@H]1C[C@@H]21)c1ccccc1. The result is 1 (stable in rat liver microsomes). (3) The compound is O=C(c1cnc2ccc(F)cc2c1N1CCC(F)CC1)N1CCN(C(=O)C2CC2)CC1. The result is 1 (stable in rat liver microsomes). (4) The result is 1 (stable in rat liver microsomes). The compound is COc1ccc(-c2noc(CSc3nnc(Cc4ccccc4)n3-c3ccc(F)cc3)n2)cc1. (5) The molecule is Cn1cncc1CN(CCN(Cc1ccccc1)S(=O)(=O)c1ccccn1)c1ccc(C#N)cc1. The result is 1 (stable in rat liver microsomes).